From a dataset of Reaction yield outcomes from USPTO patents with 853,638 reactions. Predict the reaction yield, written as a fraction of the theoretical maximum amount of product (1.0 means a 100% yield; for example, 0.34 means a 34% yield). (1) The reactants are [CH:1]1([C:7]2[N:12]3[N:13]=[CH:14][C:15]([C:16]#[N:17])=[C:11]3[N:10]=[CH:9][C:8]=2[C:18]2[CH:23]=[CH:22][C:21](I)=[CH:20][CH:19]=2)[CH2:6][CH2:5][CH2:4][CH2:3][CH2:2]1.[CH3:25][S:26]([C:29]1[CH:34]=[CH:33][C:32](B(O)O)=[CH:31][CH:30]=1)(=[O:28])=[O:27].P([O-])([O-])([O-])=O.[K+].[K+].[K+].O1CCOCC1. The catalyst is [Pd].C(OCC)(=O)C. The product is [CH:1]1([C:7]2[N:12]3[N:13]=[CH:14][C:15]([C:16]#[N:17])=[C:11]3[N:10]=[CH:9][C:8]=2[C:18]2[CH:23]=[CH:22][C:21]([C:32]3[CH:33]=[CH:34][C:29]([S:26]([CH3:25])(=[O:28])=[O:27])=[CH:30][CH:31]=3)=[CH:20][CH:19]=2)[CH2:6][CH2:5][CH2:4][CH2:3][CH2:2]1. The yield is 0.620. (2) The reactants are [Cl:1][C:2]1[CH:7]=[CH:6][C:5]([NH:8][C:9]2[N:14]=[CH:13][C:12]([CH2:15]O)=[CH:11][N:10]=2)=[CH:4][CH:3]=1.CCN(CC)CC.CS([Cl:28])(=O)=O. The product is [Cl:28][CH2:15][C:12]1[CH:11]=[N:10][C:9]([NH:8][C:5]2[CH:6]=[CH:7][C:2]([Cl:1])=[CH:3][CH:4]=2)=[N:14][CH:13]=1. The yield is 0.620. The catalyst is C(Cl)Cl. (3) The reactants are [ClH:1].[CH2:2]([O:4][C:5](=[O:8])[CH2:6]N)[CH3:3].Cl.[N:10]([O-:12])=O.[Na+]. The catalyst is O. The product is [CH3:3][CH2:2][O:4][C:5](/[C:6](/[Cl:1])=[N:10]\[OH:12])=[O:8]. The yield is 0.390.